From a dataset of Catalyst prediction with 721,799 reactions and 888 catalyst types from USPTO. Predict which catalyst facilitates the given reaction. Reactant: CN(C)C=O.Cl[CH2:7][CH2:8][CH2:9][O:10][C:11]1[CH:20]=[C:19]2[C:14]([C:15]([O:21][C:22]3[C:23]([CH3:32])=[N:24][C:25]4[C:30]([CH:31]=3)=[CH:29][CH:28]=[CH:27][CH:26]=4)=[CH:16][CH:17]=[N:18]2)=[CH:13][C:12]=1[O:33][CH3:34].C(=O)([O-])[O-].[K+].[K+].[NH:41]1[CH2:46][CH2:45][O:44][CH2:43][CH2:42]1. Product: [CH3:34][O:33][C:12]1[CH:13]=[C:14]2[C:19](=[CH:20][C:11]=1[O:10][CH2:9][CH2:8][CH2:7][N:41]1[CH2:46][CH2:45][O:44][CH2:43][CH2:42]1)[N:18]=[CH:17][CH:16]=[C:15]2[O:21][C:22]1[C:23]([CH3:32])=[N:24][C:25]2[C:30]([CH:31]=1)=[CH:29][CH:28]=[CH:27][CH:26]=2. The catalyst class is: 6.